This data is from Full USPTO retrosynthesis dataset with 1.9M reactions from patents (1976-2016). The task is: Predict the reactants needed to synthesize the given product. Given the product [NH2:26][C@H:9]([C:15]1[NH:53][C:48]2[CH:47]=[C:46]([C:42]([CH3:45])([CH3:43])[CH3:44])[CH:51]=[CH:50][C:49]=2[N:52]=1)[C@@H:10]([CH2:13][CH3:14])[C:11]([NH2:8])=[O:12], predict the reactants needed to synthesize it. The reactants are: [Si]([N:8]1[C:11](=[O:12])[C@H:10]([CH2:13][CH3:14])[C@H:9]1[C:15](O)=O)(C(C)(C)C)(C)C.F[P-](F)(F)(F)(F)F.C[N+:26](C)=C(N(C)C)ON1C2N=CC=CC=2N=N1.[C:42]([C:46]1[CH:47]=[C:48]([NH2:53])[C:49]([NH2:52])=[CH:50][CH:51]=1)([CH3:45])([CH3:44])[CH3:43].